From a dataset of Full USPTO retrosynthesis dataset with 1.9M reactions from patents (1976-2016). Predict the reactants needed to synthesize the given product. Given the product [CH2:20]([O:19][C:17]([N:11]1[CH2:12][CH2:13][N:14]([C:9]2[N:8]=[CH:7][N:6]=[C:3]3[NH:4][N:5]=[CH:1][C:2]=23)[CH2:15][CH2:16]1)=[O:18])[CH3:21], predict the reactants needed to synthesize it. The reactants are: [CH:1]1[C:2]2[C:9](=O)[NH:8][CH:7]=[N:6][C:3]=2[NH:4][N:5]=1.[N:11]1([C:17]([O:19][CH2:20][CH3:21])=[O:18])[CH2:16][CH2:15][NH:14][CH2:13][CH2:12]1.C[Si](C)(C)N[Si](C)(C)C.S([O-])([O-])(=O)=O.[NH4+].[NH4+].